Dataset: Catalyst prediction with 721,799 reactions and 888 catalyst types from USPTO. Task: Predict which catalyst facilitates the given reaction. (1) Reactant: Cl[C:2]1[N:7]=[C:6]([C:8]2[CH:13]=[CH:12][C:11]([N+:14]([O-:16])=[O:15])=[CH:10][CH:9]=2)[N:5]=[C:4]2[N:17]([CH2:20][C:21]([F:24])([F:23])[F:22])[N:18]=[CH:19][C:3]=12.Cl.[CH:26]12[NH:33][CH:30]([CH2:31][CH2:32]1)[CH2:29][O:28][CH2:27]2.C(N(CC)CC)C. Product: [N+:14]([C:11]1[CH:12]=[CH:13][C:8]([C:6]2[N:5]=[C:4]3[N:17]([CH2:20][C:21]([F:24])([F:23])[F:22])[N:18]=[CH:19][C:3]3=[C:2]([N:33]3[CH:26]4[CH2:32][CH2:31][CH:30]3[CH2:29][O:28][CH2:27]4)[N:7]=2)=[CH:9][CH:10]=1)([O-:16])=[O:15]. The catalyst class is: 8. (2) Reactant: [CH2:1]([N:8]1[CH2:13][CH2:12][C:11]([NH:21][C:22]2[CH:27]=[CH:26][CH:25]=[CH:24][CH:23]=2)([C:14]2[CH:19]=[CH:18][CH:17]=[C:16]([CH3:20])[N:15]=2)[CH2:10][CH2:9]1)[C:2]1[CH:7]=[CH:6][CH:5]=[CH:4][CH:3]=1.[F:28][C:29]([F:40])([F:39])[C:30](O[C:30](=[O:31])[C:29]([F:40])([F:39])[F:28])=[O:31]. Product: [CH2:1]([N:8]1[CH2:9][CH2:10][C:11]([N:21]([C:22]2[CH:27]=[CH:26][CH:25]=[CH:24][CH:23]=2)[C:30](=[O:31])[C:29]([F:40])([F:39])[F:28])([C:14]2[CH:19]=[CH:18][CH:17]=[C:16]([CH3:20])[N:15]=2)[CH2:12][CH2:13]1)[C:2]1[CH:3]=[CH:4][CH:5]=[CH:6][CH:7]=1. The catalyst class is: 7. (3) Reactant: [Cl:1][C:2]1[C:7](I)=[CH:6][N:5]=[C:4]([NH2:9])[CH:3]=1.C(=O)([O-])[O-].[Na+].[Na+].O.[Cl:17][C:18]1[CH:19]=[N:20][CH:21]=[CH:22][C:23]=1B(O)O.C(Cl)Cl. Product: [Cl:1][C:2]1[C:7]([C:23]2[CH:22]=[CH:21][N:20]=[CH:19][C:18]=2[Cl:17])=[CH:6][N:5]=[C:4]([NH2:9])[CH:3]=1. The catalyst class is: 551.